This data is from NCI-60 drug combinations with 297,098 pairs across 59 cell lines. The task is: Regression. Given two drug SMILES strings and cell line genomic features, predict the synergy score measuring deviation from expected non-interaction effect. (1) Drug 1: COC1=CC(=CC(=C1O)OC)C2C3C(COC3=O)C(C4=CC5=C(C=C24)OCO5)OC6C(C(C7C(O6)COC(O7)C8=CC=CS8)O)O. Drug 2: C(CC(=O)O)C(=O)CN.Cl. Cell line: SK-MEL-2. Synergy scores: CSS=43.3, Synergy_ZIP=-7.57, Synergy_Bliss=-8.08, Synergy_Loewe=-31.3, Synergy_HSA=-4.94. (2) Drug 1: C1CCC(C1)C(CC#N)N2C=C(C=N2)C3=C4C=CNC4=NC=N3. Drug 2: C1CC(C1)(C(=O)O)C(=O)O.[NH2-].[NH2-].[Pt+2]. Cell line: SK-MEL-5. Synergy scores: CSS=25.0, Synergy_ZIP=-3.10, Synergy_Bliss=3.23, Synergy_Loewe=-14.5, Synergy_HSA=-11.7. (3) Drug 1: CC1=C(C=C(C=C1)NC2=NC=CC(=N2)N(C)C3=CC4=NN(C(=C4C=C3)C)C)S(=O)(=O)N.Cl. Drug 2: C1CCN(CC1)CCOC2=CC=C(C=C2)C(=O)C3=C(SC4=C3C=CC(=C4)O)C5=CC=C(C=C5)O. Cell line: HOP-92. Synergy scores: CSS=13.9, Synergy_ZIP=3.63, Synergy_Bliss=8.83, Synergy_Loewe=9.34, Synergy_HSA=9.15. (4) Drug 1: CC1=CC2C(CCC3(C2CCC3(C(=O)C)OC(=O)C)C)C4(C1=CC(=O)CC4)C. Cell line: HOP-92. Drug 2: CC12CCC3C(C1CCC2OP(=O)(O)O)CCC4=C3C=CC(=C4)OC(=O)N(CCCl)CCCl.[Na+]. Synergy scores: CSS=-7.49, Synergy_ZIP=4.10, Synergy_Bliss=-2.79, Synergy_Loewe=-11.8, Synergy_HSA=-11.4.